Dataset: Catalyst prediction with 721,799 reactions and 888 catalyst types from USPTO. Task: Predict which catalyst facilitates the given reaction. (1) Reactant: [Br:1][CH:2]([CH3:16])[C:3]([C:5]1[CH:14]=[CH:13][C:12]2[C:7](=[CH:8][CH:9]=[C:10]([Cl:15])[CH:11]=2)[CH:6]=1)=O.[NH:17]1[CH2:21][CH2:20][NH:19][C:18]1=[S:22].CC(O)=O. The catalyst class is: 14. Product: [BrH:1].[Cl:15][C:10]1[CH:11]=[C:12]2[C:7](=[CH:8][CH:9]=1)[CH:6]=[C:5]([C:3]1[N:19]3[CH2:20][CH2:21][N:17]=[C:18]3[S:22][C:2]=1[CH3:16])[CH:14]=[CH:13]2. (2) The catalyst class is: 54. Product: [CH3:45][O:46][C:47](=[O:51])[C@@H:48]([O:34][C:35]1[CH:44]=[CH:43][CH:42]=[C:41]2[C:36]=1[CH:37]=[CH:38][CH:39]=[N:40]2)[CH3:50]. Reactant: C1(P(C2C=CC=CC=2)C2C=CC=CC=2)C=CC=CC=1.N(C(OC(C)C)=O)=NC(OC(C)C)=O.[OH:34][C:35]1[CH:44]=[CH:43][CH:42]=[C:41]2[C:36]=1[CH:37]=[CH:38][CH:39]=[N:40]2.[CH3:45][O:46][C:47](=[O:51])[C@@H:48]([CH3:50])O. (3) Reactant: [C:1]([C:4]1([CH2:7][CH2:8][CH2:9][CH2:10][CH2:11][C:12](=[O:24])[CH2:13][CH2:14][CH2:15][CH2:16][CH2:17][C:18]([CH3:23])([CH3:22])[C:19]([OH:21])=[O:20])[CH2:6][CH2:5]1)([OH:3])=[O:2].[OH-].[Na+].[BH4-].[Na+].Cl. Product: [C:1]([C:4]1([CH2:7][CH2:8][CH2:9][CH2:10][CH2:11][CH:12]([OH:24])[CH2:13][CH2:14][CH2:15][CH2:16][CH2:17][C:18]([CH3:22])([CH3:23])[C:19]([OH:21])=[O:20])[CH2:5][CH2:6]1)([OH:3])=[O:2]. The catalyst class is: 378. (4) Reactant: [F:1][C:2]1[CH:3]=[CH:4][C:5]([O:33][CH3:34])=[C:6]([C:8]2[CH:13]=[CH:12][N:11]=[C:10]3[NH:14][C:15]([C:17]4[CH2:18][CH2:19][N:20]([CH2:23][CH2:24][NH:25]C(=O)OC(C)(C)C)[CH2:21][CH:22]=4)=[CH:16][C:9]=23)[CH:7]=1.FC(F)(F)C(O)=O. Product: [F:1][C:2]1[CH:3]=[CH:4][C:5]([O:33][CH3:34])=[C:6]([C:8]2[CH:13]=[CH:12][N:11]=[C:10]3[NH:14][C:15]([C:17]4[CH2:18][CH2:19][N:20]([CH2:23][CH2:24][NH2:25])[CH2:21][CH:22]=4)=[CH:16][C:9]=23)[CH:7]=1. The catalyst class is: 4. (5) Reactant: [Br:1][C:2]1[CH:3]=[C:4]([N+:13]([O-])=O)[C:5]([CH3:12])=[C:6]([CH:11]=1)[C:7]([O:9][CH3:10])=[O:8].[NH4+].[Cl-]. Product: [NH2:13][C:4]1[C:5]([CH3:12])=[C:6]([CH:11]=[C:2]([Br:1])[CH:3]=1)[C:7]([O:9][CH3:10])=[O:8]. The catalyst class is: 186. (6) Reactant: [NH2:1][C:2]1[C:11]([F:12])=[C:10](F)[C:9]([O:14][CH3:15])=[C:8]2[C:3]=1[C:4](=[O:22])[C:5]([C:19]([OH:21])=[O:20])=[CH:6][N:7]2[CH:16]1[CH2:18][CH2:17]1.[CH3:23][N:24]([C:29]1[CH:34]=[CH:33][CH:32]=[CH:31][N:30]=1)[CH2:25][CH2:26][NH:27][CH3:28].C(N(CC)CC)C. Product: [NH2:1][C:2]1[C:11]([F:12])=[C:10]([N:27]([CH3:28])[CH2:26][CH2:25][N:24]([CH3:23])[C:29]2[CH:34]=[CH:33][CH:32]=[CH:31][N:30]=2)[C:9]([O:14][CH3:15])=[C:8]2[C:3]=1[C:4](=[O:22])[C:5]([C:19]([OH:21])=[O:20])=[CH:6][N:7]2[CH:16]1[CH2:18][CH2:17]1. The catalyst class is: 16. (7) Reactant: [OH:1][C:2]1[C:11]2[C:6](=[C:7]([CH:16]=[O:17])[CH:8]=[C:9]([CH:12]([CH2:14][CH3:15])[CH3:13])[CH:10]=2)[N:5]=[C:4]([CH3:18])[C:3]=1[CH3:19].C(=O)([O-])O.[Na+].[C:25](OC(=O)C)(=[O:27])[CH3:26]. Product: [C:25]([O:1][C:2]1[C:11]2[C:6](=[C:7]([CH:16]=[O:17])[CH:8]=[C:9]([CH:12]([CH2:14][CH3:15])[CH3:13])[CH:10]=2)[N:5]=[C:4]([CH3:18])[C:3]=1[CH3:19])(=[O:27])[CH3:26]. The catalyst class is: 17.